Dataset: Reaction yield outcomes from USPTO patents with 853,638 reactions. Task: Predict the reaction yield, written as a fraction of the theoretical maximum amount of product (1.0 means a 100% yield; for example, 0.34 means a 34% yield). (1) The reactants are [F:1][C:2]1[CH:3]=[C:4]([C:10]2[C:15]([C:16]3[CH:21]=[CH:20][C:19]([O:22][CH3:23])=[CH:18][CH:17]=3)=[N:14][NH:13][C:12](=[O:24])[CH:11]=2)[CH:5]=[CH:6][C:7]=1[O:8][CH3:9].[CH2:25](I)[CH:26]([CH3:28])[CH3:27]. No catalyst specified. The product is [F:1][C:2]1[CH:3]=[C:4]([C:10]2[C:15]([C:16]3[CH:17]=[CH:18][C:19]([O:22][CH3:23])=[CH:20][CH:21]=3)=[N:14][N:13]([CH2:25][CH:26]([CH3:28])[CH3:27])[C:12](=[O:24])[CH:11]=2)[CH:5]=[CH:6][C:7]=1[O:8][CH3:9]. The yield is 0.751. (2) The reactants are [N:1]([CH2:4][C:5]([NH:7][CH:8]1[C:14]2[CH:15]=[CH:16][CH:17]=[CH:18][C:13]=2[CH2:12][CH2:11][C:10]2[CH:19]=[CH:20][CH:21]=[CH:22][C:9]1=2)=O)=[N+]=[N-].B.C1COCC1.Cl.[OH-].[Na+]. The catalyst is C1COCC1. The product is [CH:18]1[C:13]2[CH2:12][CH2:11][C:10]3[CH:19]=[CH:20][CH:21]=[CH:22][C:9]=3[CH:8]([NH:7][CH2:5][CH2:4][NH2:1])[C:14]=2[CH:15]=[CH:16][CH:17]=1. The yield is 0.730. (3) The reactants are [NH2:1][C:2]1[CH:7]=[CH:6][C:5]([O:8][C:9]2[CH:10]=[N:11][C:12]([S:15]([CH3:18])(=[O:17])=[O:16])=[CH:13][CH:14]=2)=[CH:4][C:3]=1[OH:19].Cl.[N:21]([O-])=O.[Na+].[CH3:25][CH:26](C(=O)C)[C:27]([O:29][CH2:30][CH3:31])=[O:28].[OH-].[K+]. The catalyst is C(O)C.O. The product is [OH:19][C:3]1[CH:4]=[C:5]([O:8][C:9]2[CH:10]=[N:11][C:12]([S:15]([CH3:18])(=[O:17])=[O:16])=[CH:13][CH:14]=2)[CH:6]=[CH:7][C:2]=1[NH:1][N:21]=[C:26]([CH3:25])[C:27]([O:29][CH2:30][CH3:31])=[O:28]. The yield is 0.870. (4) The reactants are [ClH:1].NC(=O)[C@@H](N[C:12](=[O:32])[CH2:13][C:14]([NH:16][C:17]1[CH:22]=[CH:21][C:20]([O:23][C:24]2[CH:29]=[CH:28][N:27]=[C:26]([NH2:30])[CH:25]=2)=[C:19]([F:31])[CH:18]=1)=[O:15])C1C=CC=CC=1.Cl.[NH2:35][C@H:36]([C:41]1[CH:46]=[CH:45][CH:44]=[CH:43][CH:42]=1)[C:37]([O:39][CH3:40])=[O:38]. No catalyst specified. The product is [ClH:1].[NH2:30][C:26]1[CH:25]=[C:24]([O:23][C:20]2[CH:21]=[CH:22][C:17]([NH:16][C:14](=[O:15])[CH2:13][C:12]([NH:35][C@H:36]([C:41]3[CH:46]=[CH:45][CH:44]=[CH:43][CH:42]=3)[C:37]([O:39][CH3:40])=[O:38])=[O:32])=[CH:18][C:19]=2[F:31])[CH:29]=[CH:28][N:27]=1. The yield is 0.510. (5) The reactants are [I:1][C:2]1[C:10]2[C:5](=[N:6][CH:7]=[N:8][C:9]=2[NH2:11])[NH:4][N:3]=1.O[CH2:13][C@H:14]1[CH2:18][CH2:17][CH2:16][N:15]1[C:19]([O:21][C:22]([CH3:25])([CH3:24])[CH3:23])=[O:20].C1C=CC(P(C2C=CC=CC=2)C2C=CC=CC=2)=CC=1.CC(OC(/N=N/C(OC(C)C)=O)=O)C. The catalyst is O.CN(C)C=O. The product is [NH2:11][C:9]1[N:8]=[CH:7][N:6]=[C:5]2[N:4]([CH2:13][C@H:14]3[CH2:18][CH2:17][CH2:16][N:15]3[C:19]([O:21][C:22]([CH3:23])([CH3:25])[CH3:24])=[O:20])[N:3]=[C:2]([I:1])[C:10]=12. The yield is 0.0600. (6) The reactants are [NH2:1][CH2:2][C:3]1([CH:8]([N:12]2[CH:16]=[C:15]([C:17]3[C:18]4[CH:25]=[CH:24][NH:23][C:19]=4[N:20]=[CH:21][N:22]=3)[CH:14]=[N:13]2)[CH2:9][C:10]#[N:11])[CH2:7][CH2:6][CH2:5][CH2:4]1.[C:26](Cl)(=[O:33])[C:27]1[CH:32]=[CH:31][CH:30]=[CH:29][CH:28]=1. The catalyst is C(Cl)Cl. The product is [C:10]([CH2:9][CH:8]([C:3]1([CH2:2][NH:1][C:26](=[O:33])[C:27]2[CH:32]=[CH:31][CH:30]=[CH:29][CH:28]=2)[CH2:7][CH2:6][CH2:5][CH2:4]1)[N:12]1[CH:16]=[C:15]([C:17]2[C:18]3[CH:25]=[CH:24][NH:23][C:19]=3[N:20]=[CH:21][N:22]=2)[CH:14]=[N:13]1)#[N:11]. The yield is 0.270. (7) The reactants are [Cl:1][C:2]1[CH:3]=[C:4]([N:8]2[C:12]3[C:13](=[O:24])[N:14]([C:17]4[CH:22]=[CH:21][C:20](I)=[CH:19][CH:18]=4)[CH2:15][CH2:16][C:11]=3[C:10]([S:25]([CH3:28])(=[O:27])=[O:26])=[N:9]2)[CH:5]=[CH:6][CH:7]=1.[C:29]1(=[O:35])[NH:34][CH2:33][CH2:32][CH2:31][CH2:30]1.C(=O)([O-])[O-].[K+].[K+].N1C2C(=CC=C3C=2N=CC=C3)C=CC=1.[OH-].[NH4+]. The catalyst is ClCCl. The product is [Cl:1][C:2]1[CH:3]=[C:4]([N:8]2[C:12]3[C:13](=[O:24])[N:14]([C:17]4[CH:22]=[CH:21][C:20]([N:34]5[CH2:33][CH2:32][CH2:31][CH2:30][C:29]5=[O:35])=[CH:19][CH:18]=4)[CH2:15][CH2:16][C:11]=3[C:10]([S:25]([CH3:28])(=[O:27])=[O:26])=[N:9]2)[CH:5]=[CH:6][CH:7]=1. The yield is 0.450. (8) The reactants are [CH3:1][O:2][C:3]1[CH:4]=[C:5]2[C:10](=[CH:11][CH:12]=1)[N:9]=[C:8]([NH:13][CH2:14][CH2:15][CH2:16][NH2:17])[CH:7]=[C:6]2[CH3:18].[CH3:19][C:20]1[O:24][C:23]([CH:25]([CH3:29])[CH2:26][CH:27]=O)=[CH:22][CH:21]=1. No catalyst specified. The product is [CH3:1][O:2][C:3]1[CH:4]=[C:5]2[C:10](=[CH:11][CH:12]=1)[N:9]=[C:8]([NH:13][CH2:14][CH2:15][CH2:16][NH:17][CH2:27][CH2:26][CH:25]([C:23]1[O:24][C:20]([CH3:19])=[CH:21][CH:22]=1)[CH3:29])[CH:7]=[C:6]2[CH3:18]. The yield is 0.460.